Dataset: Forward reaction prediction with 1.9M reactions from USPTO patents (1976-2016). Task: Predict the product of the given reaction. (1) Given the reactants C(OC([N:8]1[CH2:13][CH2:12][CH:11]([OH:14])[CH2:10][CH2:9]1)=O)(C)(C)C.Cl[C:16]1[CH:23]=[CH:22][C:19]([C:20]#[N:21])=[CH:18][CH:17]=1.[H-].[Na+].O, predict the reaction product. The product is: [NH:8]1[CH2:9][CH2:10][CH:11]([O:14][C:16]2[CH:23]=[CH:22][C:19]([C:20]#[N:21])=[CH:18][CH:17]=2)[CH2:12][CH2:13]1. (2) Given the reactants [CH2:1]([N:3]([C:14]1[CH:15]=[C:16]([C:20]2[CH:25]=[CH:24][C:23](/[CH:26]=[CH:27]/[C:28]([OH:30])=[O:29])=[CH:22][CH:21]=2)[CH:17]=[CH:18][CH:19]=1)[C:4]([NH:6][CH2:7][CH2:8][CH2:9][CH2:10][CH2:11][CH2:12][CH3:13])=[O:5])[CH3:2].CO, predict the reaction product. The product is: [CH2:1]([N:3]([C:14]1[CH:15]=[C:16]([C:20]2[CH:25]=[CH:24][C:23]([CH2:26][CH2:27][C:28]([OH:30])=[O:29])=[CH:22][CH:21]=2)[CH:17]=[CH:18][CH:19]=1)[C:4]([NH:6][CH2:7][CH2:8][CH2:9][CH2:10][CH2:11][CH2:12][CH3:13])=[O:5])[CH3:2]. (3) Given the reactants [CH3:1][O:2][C:3]1[CH:8]=[CH:7][C:6]([S:9][C:10]2[S:14][C:13]([NH2:15])=[N:12][CH:11]=2)=[CH:5][CH:4]=1.[N:16]1[CH:21]=[CH:20][CH:19]=[C:18]([CH2:22][CH2:23][C:24](O)=[O:25])[CH:17]=1.CCN(CC)CC.C(Cl)CCl.C1C=CC2N(O)N=NC=2C=1, predict the reaction product. The product is: [CH3:1][O:2][C:3]1[CH:4]=[CH:5][C:6]([S:9][C:10]2[S:14][C:13]([NH:15][C:24](=[O:25])[CH2:23][CH2:22][C:18]3[CH:17]=[N:16][CH:21]=[CH:20][CH:19]=3)=[N:12][CH:11]=2)=[CH:7][CH:8]=1.